From a dataset of Full USPTO retrosynthesis dataset with 1.9M reactions from patents (1976-2016). Predict the reactants needed to synthesize the given product. (1) Given the product [F:31][C:16]1[CH:15]=[C:14]([CH:10]2[O:11][CH2:12][CH2:13][NH:8][CH2:9]2)[CH:19]=[CH:18][C:17]=1[NH:20][C:21]1[N:22]=[CH:23][C:24]([C:27]([F:29])([F:30])[F:28])=[CH:25][N:26]=1, predict the reactants needed to synthesize it. The reactants are: C(OC([N:8]1[CH2:13][CH2:12][O:11][CH:10]([C:14]2[CH:19]=[CH:18][C:17]([NH:20][C:21]3[N:26]=[CH:25][C:24]([C:27]([F:30])([F:29])[F:28])=[CH:23][N:22]=3)=[C:16]([F:31])[CH:15]=2)[CH2:9]1)=O)(C)(C)C.FC(F)(F)C(O)=O.[OH-].[Na+]. (2) The reactants are: C(Cl)(=O)C(Cl)=O.[Cl:7][C:8]1[CH:9]=[N:10][CH:11]=[C:12]([Cl:26])[C:13]=1[S:14][C:15]1[S:19][C:18]([C:20]([OH:22])=O)=[CH:17][C:16]=1[N+:23]([O-:25])=[O:24].[CH3:27][S:28][CH2:29][CH2:30][NH2:31].C(N(CC)CC)C. Given the product [Cl:26][C:12]1[CH:11]=[N:10][CH:9]=[C:8]([Cl:7])[C:13]=1[S:14][C:15]1[S:19][C:18]([C:20]([NH:31][CH2:30][CH2:29][S:28][CH3:27])=[O:22])=[CH:17][C:16]=1[N+:23]([O-:25])=[O:24], predict the reactants needed to synthesize it. (3) Given the product [ClH:23].[ClH:23].[CH3:3][N:2]([CH2:4][C:5]1[CH:6]=[CH:7][C:8]2[C:17]3[NH:16][CH2:15][CH2:14][CH2:13][C:12]=3[C:11](=[O:18])[NH:10][C:9]=2[CH:22]=1)[CH3:1], predict the reactants needed to synthesize it. The reactants are: [CH3:1][N:2]([CH2:4][C:5]1[CH:6]=[CH:7][C:8]2[C:17]3[NH:16][CH2:15][CH2:14][CH2:13][C:12]=3[C:11](=[O:18])[N:10](COC)[C:9]=2[CH:22]=1)[CH3:3].[ClH:23]. (4) Given the product [C:1]([O:5][C:6]([NH:8][CH2:9][C:10]1[CH:15]=[CH:14][C:13]([C:16]2[CH:17]=[CH:18][N:19]3[C:24]([C:25]=2[CH3:26])=[C:23]([CH:27]2[CH2:29][CH2:28]2)[CH:22]=[C:21]([C:30]([OH:32])=[O:31])[C:20]3=[O:34])=[CH:12][C:11]=1[F:35])=[O:7])([CH3:2])([CH3:3])[CH3:4], predict the reactants needed to synthesize it. The reactants are: [C:1]([O:5][C:6]([NH:8][CH2:9][C:10]1[CH:15]=[CH:14][C:13]([C:16]2[CH:17]=[CH:18][N:19]3[C:24]([C:25]=2[CH3:26])=[C:23]([CH:27]2[CH2:29][CH2:28]2)[CH:22]=[C:21]([C:30]([O:32]C)=[O:31])[C:20]3=[O:34])=[CH:12][C:11]=1[F:35])=[O:7])([CH3:4])([CH3:3])[CH3:2].[OH-].[Na+]. (5) Given the product [C:1]([O:11][C:12]([C:15]([CH2:19][CH2:23][OH:24])([F:17])[F:16])([F:14])[F:13])([C:4]([C:7]([F:10])([F:9])[F:8])([F:6])[F:5])([F:3])[F:2], predict the reactants needed to synthesize it. The reactants are: [C:1]([O:11][C:12]([C:15](I)([F:17])[F:16])([F:14])[F:13])([C:4]([C:7]([F:10])([F:9])[F:8])([F:6])[F:5])([F:3])[F:2].[CH2:19]=C.CN[CH:23]=[O:24].O. (6) Given the product [C:1]([O:4][C:5]1[CH:10]=[CH:9][C:8]([CH2:11][CH2:12][I:41])=[CH:7][C:6]=1[O:24][CH3:25])(=[O:3])[CH3:2], predict the reactants needed to synthesize it. The reactants are: [C:1]([O:4][C:5]1[CH:10]=[CH:9][C:8]([CH2:11][CH2:12]OS(C2C=CC(C)=CC=2)(=O)=O)=[CH:7][C:6]=1[O:24][CH3:25])(=[O:3])[CH3:2].C(OC1C=CC(CCO)=CC=1OC)(=O)C.[I-:41].[Na+]. (7) The reactants are: [H-].[Na+].[F:3][C:4]1[C:5]([CH2:16][N:17]([CH3:25])[C:18](=[O:24])[O:19][C:20]([CH3:23])([CH3:22])[CH3:21])=[CH:6][NH:7][C:8]=1[C:9]1[C:10]([F:15])=[N:11][CH:12]=[CH:13][CH:14]=1.C1OCCOCCOCCOCCOC1.[CH3:41][C:42]1[C:43]([S:48](Cl)(=[O:50])=[O:49])=[N:44][CH:45]=[CH:46][CH:47]=1. Given the product [F:3][C:4]1[C:5]([CH2:16][N:17]([CH3:25])[C:18](=[O:24])[O:19][C:20]([CH3:21])([CH3:22])[CH3:23])=[CH:6][N:7]([S:48]([C:43]2[C:42]([CH3:41])=[CH:47][CH:46]=[CH:45][N:44]=2)(=[O:50])=[O:49])[C:8]=1[C:9]1[C:10]([F:15])=[N:11][CH:12]=[CH:13][CH:14]=1, predict the reactants needed to synthesize it. (8) The reactants are: C(N(CC)CC)C.[C:8]([N:15]1[CH2:21][CH2:20][CH2:19][NH:18][CH2:17][CH2:16]1)([O:10][C:11]([CH3:14])([CH3:13])[CH3:12])=[O:9].[Br:22][C:23]1[CH:28]=[CH:27][C:26]([S:29](Cl)(=[O:31])=[O:30])=[CH:25][C:24]=1[CH3:33]. Given the product [Br:22][C:23]1[CH:28]=[CH:27][C:26]([S:29]([N:18]2[CH2:19][CH2:20][CH2:21][N:15]([C:8]([O:10][C:11]([CH3:14])([CH3:13])[CH3:12])=[O:9])[CH2:16][CH2:17]2)(=[O:31])=[O:30])=[CH:25][C:24]=1[CH3:33], predict the reactants needed to synthesize it.